This data is from Full USPTO retrosynthesis dataset with 1.9M reactions from patents (1976-2016). The task is: Predict the reactants needed to synthesize the given product. Given the product [NH2:24][C:10](=[O:11])[C@@H:9]([NH:8][C:6](=[O:7])[O:5][C:1]([CH3:4])([CH3:3])[CH3:2])[CH2:13][C:14]1[CH:19]=[CH:18][C:17]([N+:20]([O-:22])=[O:21])=[CH:16][CH:15]=1, predict the reactants needed to synthesize it. The reactants are: [C:1]([O:5][C:6]([NH:8][C@@H:9]([CH2:13][C:14]1[CH:19]=[CH:18][C:17]([N+:20]([O-:22])=[O:21])=[CH:16][CH:15]=1)[C:10](O)=[O:11])=[O:7])([CH3:4])([CH3:3])[CH3:2].C[N:24]1CCOCC1.ClC(OCC(C)C)=O.N.